This data is from HIV replication inhibition screening data with 41,000+ compounds from the AIDS Antiviral Screen. The task is: Binary Classification. Given a drug SMILES string, predict its activity (active/inactive) in a high-throughput screening assay against a specified biological target. (1) The molecule is Cc1cn(C2CC(S(=O)c3ccccc3)C(CO)O2)c(=O)[nH]c1=O. The result is 0 (inactive). (2) The molecule is CN1C(=O)CCC2C3CC=C4CC(O)CCC4(C)C3CCC21C. The result is 0 (inactive). (3) The molecule is CC(=O)N1CC(O)(c2ccccc2)CSc2ccccc21. The result is 0 (inactive). (4) The drug is N#CC(=Cc1ccccc1F)C(=O)c1ccccc1. The result is 0 (inactive). (5) The drug is C1C[N+]23CCC[N+]4(C1)CC[S-]1[Fe+2]24([SH+]CC3)[S-]2CC[N+]34CCC[N+]5(CCC3)CC[SH+][Fe+2]1254. The result is 0 (inactive).